This data is from Full USPTO retrosynthesis dataset with 1.9M reactions from patents (1976-2016). The task is: Predict the reactants needed to synthesize the given product. (1) Given the product [Br:1][C:2]1[C:15]([F:16])=[CH:14][C:13]2[CH:12]3[CH2:11][CH:10]([CH2:17]3)[N:9]3[C:5](=[N:6][C:7]([C:18]([O:20][CH3:21])=[O:19])=[C:8]3[CH:22]=[O:23])[C:4]=2[CH:3]=1, predict the reactants needed to synthesize it. The reactants are: [Br:1][C:2]1[CH:3]=[C:4]2[C:13](=[CH:14][C:15]=1[F:16])[CH:12]1[CH2:17][CH:10]([CH2:11]1)[N:9]1[C:5]2=[N:6][C:7]([C:18]([O:20][CH3:21])=[O:19])=[CH:8]1.[CH:22](OCC)=[O:23]. (2) The reactants are: [F:1][C:2]([F:12])([F:11])[C:3]1[N:8]=[CH:7][C:6]([NH2:9])=[C:5]([NH2:10])[CH:4]=1.C(=O)(OC(C)(C)C)[O:14][C:15]([O:17][C:18]([CH3:21])([CH3:20])[CH3:19])=O. Given the product [NH2:10][C:5]1[CH:4]=[C:3]([C:2]([F:1])([F:11])[F:12])[N:8]=[CH:7][C:6]=1[NH:9][C:15](=[O:14])[O:17][C:18]([CH3:21])([CH3:20])[CH3:19], predict the reactants needed to synthesize it. (3) Given the product [C:24]([O:28][C:29]([N:13]1[C:14]2[C:19](=[CH:18][CH:17]=[C:16]([Cl:20])[CH:15]=2)/[C:11](=[CH:10]/[C:8]2[CH:9]=[C:4]([C:3]([O:2][CH3:1])=[O:23])[CH:5]=[C:6]([Cl:22])[CH:7]=2)/[C:12]1=[O:21])=[O:30])([CH3:27])([CH3:26])[CH3:25], predict the reactants needed to synthesize it. The reactants are: [CH3:1][O:2][C:3](=[O:23])[C:4]1[CH:9]=[C:8](/[CH:10]=[C:11]2\[C:12](=[O:21])[NH:13][C:14]3[C:19]\2=[CH:18][CH:17]=[C:16]([Cl:20])[CH:15]=3)[CH:7]=[C:6]([Cl:22])[CH:5]=1.[C:24]([O:28][C:29](O[C:29]([O:28][C:24]([CH3:27])([CH3:26])[CH3:25])=[O:30])=[O:30])([CH3:27])([CH3:26])[CH3:25].C(N(CC)CC)C. (4) Given the product [O:1]1[CH:5]=[CH:4][CH:3]=[C:2]1[C:6]([NH:8][CH2:9][C:10]1[N:11]=[C:12]([N:15]2[CH2:16][CH:17]([O:19][S:21]([CH3:20])(=[O:23])=[O:22])[CH2:18]2)[S:13][CH:14]=1)=[O:7], predict the reactants needed to synthesize it. The reactants are: [O:1]1[CH:5]=[CH:4][CH:3]=[C:2]1[C:6]([NH:8][CH2:9][C:10]1[N:11]=[C:12]([N:15]2[CH2:18][CH:17]([OH:19])[CH2:16]2)[S:13][CH:14]=1)=[O:7].[CH3:20][S:21](Cl)(=[O:23])=[O:22].C(N(CC)CC)C. (5) Given the product [Cl:1][C:2]1[CH:3]=[CH:4][CH:5]=[C:6]2[C:10]=1[C:9](=[O:11])[N:8]([C:12]1[CH:13]=[C:14]([CH:32]=[CH:33][CH:34]=1)[C:15]([NH:17][CH2:18][CH2:19][CH:20]1[CH2:21][CH2:22][N:23]([C:26]3[CH:27]=[CH:28][N:29]=[C:30]([C:36]#[N:35])[CH:31]=3)[CH2:24][CH2:25]1)=[O:16])[CH2:7]2, predict the reactants needed to synthesize it. The reactants are: [Cl:1][C:2]1[CH:3]=[CH:4][CH:5]=[C:6]2[C:10]=1[C:9](=[O:11])[N:8]([C:12]1[CH:13]=[C:14]([CH:32]=[CH:33][CH:34]=1)[C:15]([NH:17][CH2:18][CH2:19][CH:20]1[CH2:25][CH2:24][N:23]([C:26]3[CH:31]=[CH:30][N:29]=[CH:28][CH:27]=3)[CH2:22][CH2:21]1)=[O:16])[CH2:7]2.[NH2:35][CH2:36]CC1CCN(C2C=CN=C(C#N)C=2)CC1.ClC1C=CC=C2C=1C(=O)N(C1C=C(C=CC=1)C(O)=O)C2. (6) The reactants are: [CH2:1]([O:8][C:9]1[CH:14]=[C:13]([O:15][CH2:16][C:17]2[CH:22]=[CH:21][CH:20]=[CH:19][CH:18]=2)[C:12]([C:23]([CH3:26])([CH3:25])[CH3:24])=[CH:11][C:10]=1[C:27](=[O:29])C)[C:2]1[CH:7]=[CH:6][CH:5]=[CH:4][CH:3]=1.[OH-:30].[Na+].BrBr. Given the product [CH2:1]([O:8][C:9]1[CH:14]=[C:13]([O:15][CH2:16][C:17]2[CH:22]=[CH:21][CH:20]=[CH:19][CH:18]=2)[C:12]([C:23]([CH3:24])([CH3:26])[CH3:25])=[CH:11][C:10]=1[C:27]([OH:29])=[O:30])[C:2]1[CH:7]=[CH:6][CH:5]=[CH:4][CH:3]=1, predict the reactants needed to synthesize it.